Dataset: Forward reaction prediction with 1.9M reactions from USPTO patents (1976-2016). Task: Predict the product of the given reaction. (1) Given the reactants [F:1][C:2]1[CH:7]=[CH:6][C:5]([C:8]2[O:9][C:10]3[CH:20]=[CH:19][C:18]([OH:21])=[CH:17][C:11]=3[C:12]=2[C:13]([NH:15][CH3:16])=[O:14])=[CH:4][CH:3]=1.C(N(CC)CC)C.[F:29][C:30]([F:49])([F:48])[S:31](N(C1C=CC=CC=1)[S:31]([C:30]([F:49])([F:48])[F:29])(=[O:33])=[O:32])(=[O:33])=[O:32], predict the reaction product. The product is: [F:29][C:30]([F:49])([F:48])[S:31]([O:21][C:18]1[CH:19]=[CH:20][C:10]2[O:9][C:8]([C:5]3[CH:6]=[CH:7][C:2]([F:1])=[CH:3][CH:4]=3)=[C:12]([C:13](=[O:14])[NH:15][CH3:16])[C:11]=2[CH:17]=1)(=[O:33])=[O:32]. (2) Given the reactants [Br:1][C:2]1[CH:10]=[C:9]2[C:5]([CH:6]=[N:7][NH:8]2)=[CH:4][C:3]=1[O:11][C:12]1[CH:17]=[CH:16][C:15]([F:18])=[CH:14][C:13]=1[F:19].[CH3:20][C:21]1([CH3:24])[CH2:23][O:22]1.C(=O)([O-])[O-].[K+].[K+], predict the reaction product. The product is: [Br:1][C:2]1[CH:10]=[C:9]2[C:5]([CH:6]=[N:7][N:8]2[CH2:20][C:21]([CH3:24])([OH:22])[CH3:23])=[CH:4][C:3]=1[O:11][C:12]1[CH:17]=[CH:16][C:15]([F:18])=[CH:14][C:13]=1[F:19]. (3) Given the reactants [CH3:1][C:2]1[N:3]=[CH:4][N:5]([CH:9]([CH3:11])[CH3:10])[C:6]=1[CH:7]=[O:8].[BH4-].[Na+].O, predict the reaction product. The product is: [CH3:1][C:2]1[N:3]=[CH:4][N:5]([CH:9]([CH3:11])[CH3:10])[C:6]=1[CH2:7][OH:8]. (4) The product is: [F:1][C:2]([F:13])([F:12])[CH2:3][O:4][C:5]1[CH:10]=[CH:9][CH:8]=[CH:7][C:6]=1[NH:14][C:15]1[CH:16]=[CH:17][CH:18]=[CH:19][CH:20]=1. Given the reactants [F:1][C:2]([F:13])([F:12])[CH2:3][O:4][C:5]1[CH:10]=[CH:9][CH:8]=[CH:7][C:6]=1Br.[NH2:14][C:15]1[CH:16]=[C:17](B(O)O)[CH:18]=[CH:19][CH:20]=1.C(=O)([O-])[O-].[Na+].[Na+].C(O)C, predict the reaction product. (5) Given the reactants Cl.[C@@H:2]12[N:10]([CH2:11][CH:12]([C:14]3[CH:21]=[C:20]([O:22][CH3:23])[C:17]([C:18]#[N:19])=[CH:16][N:15]=3)[OH:13])[C@@H:6]([CH2:7][NH:8][CH2:9]1)[CH2:5][O:4][CH2:3]2.[CH3:24][C:25]1[C:33]2[CH2:32][O:31][C:30](=[O:34])[C:29]=2[CH:28]=[CH:27][C:26]=1[C@@H:35]1[CH2:37][O:36]1, predict the reaction product. The product is: [OH:13][C@@H:12]([C:14]1[CH:21]=[C:20]([O:22][CH3:23])[C:17]([C:18]#[N:19])=[CH:16][N:15]=1)[CH2:11][N:10]1[CH:6]2[CH2:7][N:8]([CH2:37][CH:35]([OH:36])[C:26]3[C:25]([CH3:24])=[C:33]4[C:29](=[CH:28][CH:27]=3)[C:30](=[O:34])[O:31][CH2:32]4)[CH2:9][CH:2]1[CH2:3][O:4][CH2:5]2.